This data is from NCI-60 drug combinations with 297,098 pairs across 59 cell lines. The task is: Regression. Given two drug SMILES strings and cell line genomic features, predict the synergy score measuring deviation from expected non-interaction effect. (1) Drug 1: CNC(=O)C1=CC=CC=C1SC2=CC3=C(C=C2)C(=NN3)C=CC4=CC=CC=N4. Drug 2: C1=NC2=C(N=C(N=C2N1C3C(C(C(O3)CO)O)O)F)N. Cell line: SF-268. Synergy scores: CSS=4.44, Synergy_ZIP=-0.433, Synergy_Bliss=3.26, Synergy_Loewe=-2.51, Synergy_HSA=0.823. (2) Drug 1: CC1=C(C(=CC=C1)Cl)NC(=O)C2=CN=C(S2)NC3=CC(=NC(=N3)C)N4CCN(CC4)CCO. Drug 2: CCN(CC)CCCC(C)NC1=C2C=C(C=CC2=NC3=C1C=CC(=C3)Cl)OC. Cell line: SK-OV-3. Synergy scores: CSS=17.8, Synergy_ZIP=-6.57, Synergy_Bliss=-1.97, Synergy_Loewe=-5.53, Synergy_HSA=0.148. (3) Drug 1: C1=CC(=C2C(=C1NCCNCCO)C(=O)C3=C(C=CC(=C3C2=O)O)O)NCCNCCO. Drug 2: CC12CCC3C(C1CCC2OP(=O)(O)O)CCC4=C3C=CC(=C4)OC(=O)N(CCCl)CCCl.[Na+]. Cell line: SK-MEL-5. Synergy scores: CSS=6.07, Synergy_ZIP=-11.6, Synergy_Bliss=-12.1, Synergy_Loewe=-25.4, Synergy_HSA=-11.9. (4) Drug 1: CCC1(CC2CC(C3=C(CCN(C2)C1)C4=CC=CC=C4N3)(C5=C(C=C6C(=C5)C78CCN9C7C(C=CC9)(C(C(C8N6C=O)(C(=O)OC)O)OC(=O)C)CC)OC)C(=O)OC)O.OS(=O)(=O)O. Drug 2: C1CCC(C(C1)N)N.C(=O)(C(=O)[O-])[O-].[Pt+4]. Cell line: MOLT-4. Synergy scores: CSS=59.1, Synergy_ZIP=0.442, Synergy_Bliss=-1.65, Synergy_Loewe=-6.55, Synergy_HSA=-4.60. (5) Drug 1: C1=CC=C(C(=C1)C(C2=CC=C(C=C2)Cl)C(Cl)Cl)Cl. Drug 2: C1=NC2=C(N=C(N=C2N1C3C(C(C(O3)CO)O)F)Cl)N. Cell line: MDA-MB-435. Synergy scores: CSS=7.68, Synergy_ZIP=-1.36, Synergy_Bliss=1.49, Synergy_Loewe=-11.1, Synergy_HSA=-0.389. (6) Drug 1: C1=C(C(=O)NC(=O)N1)F. Drug 2: CS(=O)(=O)CCNCC1=CC=C(O1)C2=CC3=C(C=C2)N=CN=C3NC4=CC(=C(C=C4)OCC5=CC(=CC=C5)F)Cl. Cell line: HCT-15. Synergy scores: CSS=44.5, Synergy_ZIP=1.23, Synergy_Bliss=-0.770, Synergy_Loewe=-3.79, Synergy_HSA=-1.22. (7) Drug 1: CC1=C(C(=CC=C1)Cl)NC(=O)C2=CN=C(S2)NC3=CC(=NC(=N3)C)N4CCN(CC4)CCO. Drug 2: C1=NC2=C(N1)C(=S)N=CN2. Cell line: HS 578T. Synergy scores: CSS=10.7, Synergy_ZIP=-1.62, Synergy_Bliss=13.5, Synergy_Loewe=-6.91, Synergy_HSA=-0.216. (8) Drug 1: CC1=C(N=C(N=C1N)C(CC(=O)N)NCC(C(=O)N)N)C(=O)NC(C(C2=CN=CN2)OC3C(C(C(C(O3)CO)O)O)OC4C(C(C(C(O4)CO)O)OC(=O)N)O)C(=O)NC(C)C(C(C)C(=O)NC(C(C)O)C(=O)NCCC5=NC(=CS5)C6=NC(=CS6)C(=O)NCCC[S+](C)C)O. Drug 2: C1CCC(C(C1)N)N.C(=O)(C(=O)[O-])[O-].[Pt+4]. Cell line: SF-268. Synergy scores: CSS=37.2, Synergy_ZIP=-0.878, Synergy_Bliss=1.92, Synergy_Loewe=-0.362, Synergy_HSA=5.64. (9) Drug 1: C1CCC(C1)C(CC#N)N2C=C(C=N2)C3=C4C=CNC4=NC=N3. Drug 2: C(=O)(N)NO. Cell line: SF-268. Synergy scores: CSS=1.46, Synergy_ZIP=1.90, Synergy_Bliss=5.22, Synergy_Loewe=0.707, Synergy_HSA=0.892.